From a dataset of Catalyst prediction with 721,799 reactions and 888 catalyst types from USPTO. Predict which catalyst facilitates the given reaction. Product: [CH2:18]([O:25][C:26](=[O:30])[CH2:27][CH2:28][NH:29][C:3](=[O:4])[CH:2]([Br:1])[CH3:6])[C:19]1[CH:24]=[CH:23][CH:22]=[CH:21][CH:20]=1. The catalyst class is: 34. Reactant: [Br:1][CH:2]([CH3:6])[C:3](Cl)=[O:4].C1(C)C=CC(S(O)(=O)=O)=CC=1.[CH2:18]([O:25][C:26](=[O:30])[CH2:27][CH2:28][NH2:29])[C:19]1[CH:24]=[CH:23][CH:22]=[CH:21][CH:20]=1.C(N(CC)CC)C.Cl.